Dataset: Full USPTO retrosynthesis dataset with 1.9M reactions from patents (1976-2016). Task: Predict the reactants needed to synthesize the given product. The reactants are: S(Cl)([Cl:3])=O.[CH:5]([N:8]1[C:12]([C:13]([F:16])([F:15])[F:14])=[C:11]([CH2:17]O)[CH:10]=[N:9]1)([CH3:7])[CH3:6]. Given the product [Cl:3][CH2:17][C:11]1[CH:10]=[N:9][N:8]([CH:5]([CH3:7])[CH3:6])[C:12]=1[C:13]([F:16])([F:15])[F:14], predict the reactants needed to synthesize it.